This data is from Experimentally validated miRNA-target interactions with 360,000+ pairs, plus equal number of negative samples. The task is: Binary Classification. Given a miRNA mature sequence and a target amino acid sequence, predict their likelihood of interaction. (1) The miRNA is hsa-miR-6744-5p with sequence UGGAUGACAGUGGAGGCCU. The protein sequence of the target gene is MAAGMYLEHYLDSIENLPFELQRNFQLMRDLDQRTEDLKAEIDKLATEYMSSARSLSSEEKLALLKQIQEAYGKCKEFGDDKVQLAMQTYEMVDKHIRRLDTDLARFEADLKEKQIESSDYDSSSSKGKKKGRTQKEKKAARARSKGKNSDEEAPKTAQKKLKLVRTSPEYGMPSVTFGSVHPSDVLDMPVDPNEPTYCLCHQVSYGEMIGCDNPDCSIEWFHFACVGLTTKPRGKWFCPRCSQERKKK. Result: 1 (interaction). (2) The miRNA is hsa-miR-6784-3p with sequence UCUCACCCCAACUCUGCCCCAG. The protein sequence of the target gene is MKALILVGGYGTRLRPLTLSTPKPLVDFCNKPILLHQVEALAAAGVDHVILAVSYMSQVLEKEMKAQEQRLGIRISMSHEEEPLGTAGPLALARDLLSETADPFFVLNSDVICDFPFQAMVQFHRHHGQEGSILVTKVEEPSKYGVVVCEADTGRIHRFVEKPQVFVSNKINAGMYILSPAVLQRIQLQPTSIEKEVFPIMAKEGQLYAMELQGFWMDIGQPKDFLTGMCLFLQSLRQKQPERLCSGPGIVGNVLVDPSARIGQNCSIGPNVSLGPGVVVEDGVCIRRCTVLRDARIRSH.... Result: 0 (no interaction). (3) The miRNA is hsa-miR-6758-5p with sequence UAGAGAGGGGAAGGAUGUGAUGU. The protein sequence of the target gene is MSRSNRQKEYKCGDLVFAKMKGYPHWPARIDEMPEAAVKSTANKYQVFFFGTHETAFLGPKDLFPYEESKEKFGKPNKRKGFSEGLWEIENNPTVKASGYQSSQKKSCVEEPEPEPEAAEGDGDKKGNAEGSSDEEGKLVIDEPAKEKNEKGALKRRAGDLLEDSPKRPKEAENPEGEEKEAATLEVERPLPMEVEKNSTPSEPGSGRGPPQEEEEEEDEEEEATKEDAEAPGIRDHESL. Result: 1 (interaction). (4) The miRNA is mmu-miR-3082-3p with sequence CACAUGGCACUCAACUCUGCAG. The protein sequence of the target gene is MRPRKAFLLLLLLGLVQLLAVAGAEGPDEDSSNRENAIEDEEEEEEEDDDEEEDDLEVKEENGVLVLNDANFDNFVADKDTVLLEFYAPWCGHCKQFAPEYEKIANILKDKDPPIPVAKIDATSASVLASRFDVSGYPTIKILKKGQAVDYEGSRTQEEIVAKVREVSQPDWTPPPEVTLVLTKENFDEVVNDADIILVEFYAPWCGHCKKLAPEYEKAAKELSKRSPPIPLAKVDATAETDLAKRFDVSGYPTLKIFRKGRPYDYNGPREKYGIVDYMIEQSGPPSKEILTLKQVQEFL.... Result: 0 (no interaction). (5) The miRNA is hsa-miR-3681-3p with sequence ACACAGUGCUUCAUCCACUACU. The protein sequence of the target gene is MMGHRPVLVLSQNTKRESGRKVQSGNINAAKTIADIIRTCLGPKSMMKMLLDPMGGIVMTNDGNAILREIQVQHPAAKSMIEISRTQDEEVGDGTTSVIILAGEMLSVAEHFLEQQMHPTVVISAYRMALDDMISTLKKISTPVDVNNREMMLSIINSSITTKVISRWSSLACNIALDAVKTVQFEENGRKEIDIKKYARVEKIPGGIIEDSCVLRGVMINKDVTHPRMRRYIKNPRIVLLDSSLEYKKGESQTDIEITREEDFTRILQMEEEYIHQLCEDIIQLKPDVVITEKGISDLA.... Result: 0 (no interaction).